Predict the product of the given reaction. From a dataset of Forward reaction prediction with 1.9M reactions from USPTO patents (1976-2016). (1) Given the reactants [NH2:1][CH2:2][CH2:3][CH2:4][C:5]1[CH:6]=[C:7]2[C:12](=[C:13]3[CH:18]=[C:17]([C:19]#[N:20])[CH:16]=[CH:15][C:14]=13)[C:11](=[O:21])[NH:10][CH:9]=[CH:8]2.CC[OH:24], predict the reaction product. The product is: [NH2:1][CH2:2][CH2:3][CH2:4][C:5]1[CH:6]=[C:7]2[C:12](=[C:13]3[CH:18]=[C:17]([C:19]([NH2:20])=[O:24])[CH:16]=[CH:15][C:14]=13)[C:11](=[O:21])[NH:10][CH:9]=[CH:8]2. (2) Given the reactants Cl[CH2:2][CH2:3][O:4][C:5]1[CH:10]=[CH:9][C:8]([N+:11]([O-:13])=[O:12])=[CH:7][C:6]=1[O:14][CH3:15].[CH3:16][N:17]1[CH2:22][CH2:21][NH:20][CH2:19][CH2:18]1.C([O-])([O-])=O.[K+].[K+], predict the reaction product. The product is: [CH3:15][O:14][C:6]1[CH:7]=[C:8]([N+:11]([O-:13])=[O:12])[CH:9]=[CH:10][C:5]=1[O:4][CH2:3][CH2:2][N:20]1[CH2:21][CH2:22][N:17]([CH3:16])[CH2:18][CH2:19]1. (3) Given the reactants [CH2:1](O)[CH2:2][CH2:3][CH2:4][CH2:5][CH2:6][CH:7]=[CH:8][CH:9]=[CH:10][CH2:11][CH3:12].C(N(CC)C(C)C)(C)C.CN(C)C=O.CS([Cl:32])(=O)=O, predict the reaction product. The product is: [Cl:32][CH2:1][CH2:2][CH2:3][CH2:4][CH2:5][CH2:6][CH:7]=[CH:8][CH:9]=[CH:10][CH2:11][CH3:12]. (4) Given the reactants [OH:1][C:2]1[C:7]([C:8]([NH:10][CH:11]([C:27]2[CH:32]=[CH:31][C:30]([O:33][CH3:34])=[CH:29][CH:28]=2)[C:12]2[CH:26]=[CH:25][C:15]([CH2:16][P:17](=[O:24])([O:21]CC)[O:18]CC)=[CH:14][CH:13]=2)=[O:9])=[CH:6][N:5]=[C:4]([C:35]2[N:36]=[N:37][CH:38]=[CH:39][CH:40]=2)[N:3]=1.C[Si](Br)(C)C, predict the reaction product. The product is: [OH:1][C:2]1[C:7]([C:8]([NH:10][CH:11]([C:27]2[CH:32]=[CH:31][C:30]([O:33][CH3:34])=[CH:29][CH:28]=2)[C:12]2[CH:13]=[CH:14][C:15]([CH2:16][P:17](=[O:18])([OH:21])[OH:24])=[CH:25][CH:26]=2)=[O:9])=[CH:6][N:5]=[C:4]([C:35]2[N:36]=[N:37][CH:38]=[CH:39][CH:40]=2)[N:3]=1. (5) Given the reactants C=O.F[C:4]1C=CC(COC2C=CN(CCC3C=CC(C4CCCN4C(OC(C)(C)C)=O)=CC=3)C(=O)C=2)=CC=1.[Cl:39][C:40]1[CH:41]=[CH:42][C:43]([CH2:46][O:47][C:48]2[CH:53]=[CH:52][N:51]([CH2:54][CH2:55][C:56]3[CH:61]=[CH:60][C:59]([CH:62]4[CH2:66][CH2:65][CH2:64][NH:63]4)=[CH:58][CH:57]=3)[C:50](=[O:67])[CH:49]=2)=[N:44][CH:45]=1, predict the reaction product. The product is: [Cl:39][C:40]1[CH:41]=[CH:42][C:43]([CH2:46][O:47][C:48]2[CH:53]=[CH:52][N:51]([CH2:54][CH2:55][C:56]3[CH:61]=[CH:60][C:59]([CH:62]4[CH2:66][CH2:65][CH2:64][N:63]4[CH3:4])=[CH:58][CH:57]=3)[C:50](=[O:67])[CH:49]=2)=[N:44][CH:45]=1. (6) Given the reactants [CH2:1]([O:8][C:9]([N:11]1[CH2:16][CH2:15][CH:14]([C:17]([OH:19])=O)[CH2:13][CH2:12]1)=[O:10])[C:2]1[CH:7]=[CH:6][CH:5]=[CH:4][CH:3]=1.S(Cl)([Cl:22])=O, predict the reaction product. The product is: [Cl:22][C:17]([CH:14]1[CH2:15][CH2:16][N:11]([C:9]([O:8][CH2:1][C:2]2[CH:7]=[CH:6][CH:5]=[CH:4][CH:3]=2)=[O:10])[CH2:12][CH2:13]1)=[O:19]. (7) Given the reactants CC1(C)C(C)(C)OB([C:9]2[CH:10]=[N:11][C:12]([NH2:15])=[N:13][CH:14]=2)O1.Cl[C:18]1[N:23]=[C:22]([N:24]2[CH2:29][CH2:28][O:27][CH2:26][CH2:25]2)[N:21]=[C:20]([N:30]([CH3:37])[CH:31]2[CH2:36][CH2:35][O:34][CH2:33][CH2:32]2)[CH:19]=1.C([O-])([O-])=O.[Na+].[Na+], predict the reaction product. The product is: [CH3:37][N:30]([CH:31]1[CH2:36][CH2:35][O:34][CH2:33][CH2:32]1)[C:20]1[N:21]=[C:22]([N:24]2[CH2:25][CH2:26][O:27][CH2:28][CH2:29]2)[N:23]=[C:18]([C:9]2[CH:14]=[N:13][C:12]([NH2:15])=[N:11][CH:10]=2)[CH:19]=1. (8) Given the reactants [Si:1]([O:8][C@H:9]1[CH2:18][C:17]([CH3:20])([CH3:19])[CH2:16][C:15]2[N:14]=[C:13]([CH:21]([CH3:23])[CH3:22])[C:12]([CH:24]=[O:25])=[C:11]([I:26])[C:10]1=2)([C:4]([CH3:7])([CH3:6])[CH3:5])([CH3:3])[CH3:2].I[C:28]1[CH:33]=[CH:32][C:31]([C:34]([CH3:38])([CH3:37])[C:35]#[N:36])=[CH:30][CH:29]=1, predict the reaction product. The product is: [Si:1]([O:8][C@H:9]1[CH2:18][C:17]([CH3:19])([CH3:20])[CH2:16][C:15]2[N:14]=[C:13]([CH:21]([CH3:22])[CH3:23])[C:12]([C@@H:24]([OH:25])[C:28]3[CH:33]=[CH:32][C:31]([C:34]([CH3:38])([CH3:37])[C:35]#[N:36])=[CH:30][CH:29]=3)=[C:11]([I:26])[C:10]1=2)([C:4]([CH3:5])([CH3:6])[CH3:7])([CH3:3])[CH3:2]. (9) Given the reactants [CH3:1][O:2][C:3](=[O:20])[CH2:4][C:5]1[CH:10]=[CH:9][C:8](Br)=[C:7]([O:12][Si:13]([C:16]([CH3:19])([CH3:18])[CH3:17])([CH3:15])[CH3:14])[CH:6]=1.P([O-])([O-])([O-])=O.[K+].[K+].[K+].[CH:29]1(B(O)O)[CH2:31][CH2:30]1.C1(P(C2CCCCC2)C2CCCCC2)CCCCC1, predict the reaction product. The product is: [CH3:1][O:2][C:3](=[O:20])[CH2:4][C:5]1[CH:10]=[CH:9][C:8]([CH:29]2[CH2:31][CH2:30]2)=[C:7]([O:12][Si:13]([C:16]([CH3:19])([CH3:18])[CH3:17])([CH3:15])[CH3:14])[CH:6]=1.